The task is: Predict the reaction yield, written as a fraction of the theoretical maximum amount of product (1.0 means a 100% yield; for example, 0.34 means a 34% yield).. This data is from Reaction yield outcomes from USPTO patents with 853,638 reactions. (1) The reactants are [CH3:1][O:2][C:3]1[C:8]2[C:9](=[O:23])[O:10][C:11]([C:13]3[C:22]4[C:17](=[CH:18][CH:19]=[CH:20][CH:21]=4)[CH:16]=[CH:15][CH:14]=3)=[N:12][C:7]=2[CH:6]=[CH:5][CH:4]=1.[N:24]12[CH2:31][CH2:30][CH:27]([CH2:28][CH2:29]1)[CH:26]([NH2:32])[CH2:25]2. No catalyst specified. The product is [N:24]12[CH2:31][CH2:30][CH:27]([CH2:28][CH2:29]1)[CH:26]([NH:32][C:9]([C:8]1[C:3]([O:2][CH3:1])=[CH:4][CH:5]=[CH:6][C:7]=1[NH:12][C:11]([C:13]1[C:22]3[C:17](=[CH:18][CH:19]=[CH:20][CH:21]=3)[CH:16]=[CH:15][CH:14]=1)=[O:10])=[O:23])[CH2:25]2. The yield is 0.390. (2) The reactants are C([CH:5]([O:27][C:28]1[CH:29]=[N:30][NH:31][C:32](=[O:35])[C:33]=1[Cl:34])[C:6]1[CH:26]=[CH:25][C:9]([O:10][CH2:11][CH2:12][CH2:13]OS(C2C=CC(C)=CC=2)(=O)=O)=[CH:8][CH:7]=1)(C)(C)C.[F-:36].[K+]. The catalyst is C(#N)C. The product is [C:6]([N:31]1[C:32](=[O:35])[C:33]([Cl:34])=[C:28]([O:27][CH2:5][C:6]2[CH:7]=[CH:8][C:9]([O:10][CH2:11][CH2:12][CH2:13][F:36])=[CH:25][CH:26]=2)[CH:29]=[N:30]1)([CH3:26])([CH3:7])[CH3:5]. The yield is 0.250. (3) The reactants are Br[NH-].Br[CH2:4][C@@:5]([OH:22])([CH3:21])[C:6]([NH:8][C:9]1[CH:14]=[CH:13][C:12]([C:15]#[N:16])=[C:11]([C:17]([F:20])([F:19])[F:18])[CH:10]=1)=[O:7].C([O-])([O-])=O.[K+].[K+].[F:29][C:30]1[CH:37]=[C:36]([OH:38])[CH:35]=[CH:34][C:31]=1[C:32]#[N:33]. The catalyst is CC(C)=O.CC(O)C.O. The product is [C:15]([C:12]1[CH:13]=[CH:14][C:9]([NH:8][C:6](=[O:7])[C@:5]([OH:22])([CH3:21])[CH2:4][O:38][C:36]2[CH:35]=[CH:34][C:31]([C:32]#[N:33])=[C:30]([F:29])[CH:37]=2)=[CH:10][C:11]=1[C:17]([F:20])([F:19])[F:18])#[N:16]. The yield is 0.230. (4) The reactants are [CH:1]1([NH2:7])[CH2:6][CH2:5][CH2:4][CH2:3][CH2:2]1.C([O:10][C:11]([C:13]1[C:14](=[O:34])[N:15]([CH2:25][C:26]2[CH:31]=[CH:30][C:29]([O:32][CH3:33])=[CH:28][CH:27]=2)[C:16]2[C:21]([C:22]=1[OH:23])=[CH:20][C:19]([F:24])=[CH:18][N:17]=2)=O)C. The catalyst is C1(C)C(C)=CC=CC=1. The product is [CH:1]1([NH:7][C:11]([C:13]2[C:14](=[O:34])[N:15]([CH2:25][C:26]3[CH:31]=[CH:30][C:29]([O:32][CH3:33])=[CH:28][CH:27]=3)[C:16]3[C:21]([C:22]=2[OH:23])=[CH:20][C:19]([F:24])=[CH:18][N:17]=3)=[O:10])[CH2:6][CH2:5][CH2:4][CH2:3][CH2:2]1. The yield is 0.650.